The task is: Predict the product of the given reaction.. This data is from Forward reaction prediction with 1.9M reactions from USPTO patents (1976-2016). Given the reactants [CH:1]([C:4]1[CH:5]=[C:6]([CH:9]=[C:10]([CH:14]([CH3:16])[CH3:15])[C:11]=1[O:12][CH3:13])[CH:7]=O)([CH3:3])[CH3:2].[NH:17]1[C:25]2[C:20](=[CH:21][CH:22]=[CH:23][N:24]=2)[CH2:19][C:18]1=[O:26], predict the reaction product. The product is: [CH:1]([C:4]1[CH:5]=[C:6]([CH:9]=[C:10]([CH:14]([CH3:16])[CH3:15])[C:11]=1[O:12][CH3:13])[CH:7]=[C:19]1[C:20]2[C:25](=[N:24][CH:23]=[CH:22][CH:21]=2)[NH:17][C:18]1=[O:26])([CH3:3])[CH3:2].